This data is from Forward reaction prediction with 1.9M reactions from USPTO patents (1976-2016). The task is: Predict the product of the given reaction. (1) Given the reactants [N:1]1([CH:7]2[CH2:12][CH2:11][N:10](C(OC(C)(C)C)=O)[CH2:9][CH2:8]2)[CH2:6][CH2:5][O:4][CH2:3][CH2:2]1.[Cl:20]CCl, predict the reaction product. The product is: [ClH:20].[NH:10]1[CH2:11][CH2:12][CH:7]([N:1]2[CH2:6][CH2:5][O:4][CH2:3][CH2:2]2)[CH2:8][CH2:9]1. (2) Given the reactants COC1C=C(C(C2C=CC(OC)=C(OC)C=2)=CC(OC)=O)C=CC=1OC.[CH3:27][O:28][C:29]1[CH:30]=[C:31]([CH:40]=[CH:41][C:42]=1[O:43][CH3:44])[C:32]([C:34]1[CH:39]=[CH:38][N:37]=[CH:36][CH:35]=1)=O.C(OP([CH2:53][C:54]#[N:55])(=O)OCC)C.C[Si](C)(C)[N-][Si](C)(C)C.[Li+], predict the reaction product. The product is: [CH3:27][O:28][C:29]1[CH:30]=[C:31]([C:32]([C:34]2[CH:39]=[CH:38][N:37]=[CH:36][CH:35]=2)=[CH:53][C:54]#[N:55])[CH:40]=[CH:41][C:42]=1[O:43][CH3:44].[CH3:27][O:28][C:29]1[CH:30]=[C:31]([C:32]([C:34]2[CH:39]=[CH:38][N:37]=[CH:36][CH:35]=2)=[CH:53][C:54]#[N:55])[CH:40]=[CH:41][C:42]=1[O:43][CH3:44]. (3) The product is: [C:1]([O:5][C:6](=[O:7])[NH:8][C@H:9]([C:10]([F:29])=[O:11])[C@H:13]([C:15]1[CH:20]=[CH:19][CH:18]=[CH:17][CH:16]=1)[CH3:14])([CH3:4])([CH3:3])[CH3:2]. Given the reactants [C:1]([O:5][C:6]([NH:8][C@@H:9]([C@H:13]([C:15]1[CH:20]=[CH:19][CH:18]=[CH:17][CH:16]=1)[CH3:14])[C:10](O)=[O:11])=[O:7])([CH3:4])([CH3:3])[CH3:2].N1C=CC=CC=1.N1C(F)=NC(F)=NC=1[F:29], predict the reaction product. (4) Given the reactants [CH2:1]([O:3][C:4]([CH:6]1[CH2:11][CH2:10][N:9]([C:12]2[CH:17]=[CH:16][CH:15]=[C:14]([OH:18])[CH:13]=2)[CH2:8][CH2:7]1)=[O:5])[CH3:2].[Cl:19][C:20]1[C:45]([C:46]([F:49])([F:48])[F:47])=[CH:44][CH:43]=[CH:42][C:21]=1[CH2:22][N:23]([CH2:28][CH:29]([C:36]1[CH:41]=[CH:40][CH:39]=[CH:38][CH:37]=1)[C:30]1[CH:35]=[CH:34][CH:33]=[CH:32][CH:31]=1)[CH2:24][CH2:25][CH2:26]O.C1(P(C2C=CC=CC=2)C2C=CC=CC=2)C=CC=CC=1.CC(OC(/N=N/C(OC(C)C)=O)=O)C, predict the reaction product. The product is: [CH2:1]([O:3][C:4]([CH:6]1[CH2:7][CH2:8][N:9]([C:12]2[CH:17]=[CH:16][CH:15]=[C:14]([O:18][CH2:26][CH2:25][CH2:24][N:23]([CH2:22][C:21]3[CH:42]=[CH:43][CH:44]=[C:45]([C:46]([F:47])([F:48])[F:49])[C:20]=3[Cl:19])[CH2:28][CH:29]([C:36]3[CH:41]=[CH:40][CH:39]=[CH:38][CH:37]=3)[C:30]3[CH:31]=[CH:32][CH:33]=[CH:34][CH:35]=3)[CH:13]=2)[CH2:10][CH2:11]1)=[O:5])[CH3:2].